From a dataset of Forward reaction prediction with 1.9M reactions from USPTO patents (1976-2016). Predict the product of the given reaction. The product is: [C:23]1([C@H:22]2[C@H:18]([C:13]3[C:12]4[C:16](=[CH:17][C:9]([OH:8])=[CH:10][CH:11]=4)[NH:15][CH:14]=3)[C:19](=[O:36])[NH:20][C:21]2=[O:35])[C:33]2=[C:34]3[C:29](=[CH:30][CH:31]=[CH:32]2)[CH2:28][CH2:27][CH2:26][N:25]3[CH:24]=1. Given the reactants C([O:8][C:9]1[CH:17]=[C:16]2[C:12]([C:13]([C@H:18]3[C@H:22]([C:23]4[C:33]5=[C:34]6[C:29](=[CH:30][CH:31]=[CH:32]5)[CH2:28][CH2:27][CH2:26][N:25]6[CH:24]=4)[C:21](=[O:35])[NH:20][C:19]3=[O:36])=[CH:14][NH:15]2)=[CH:11][CH:10]=1)C1C=CC=CC=1.[H][H], predict the reaction product.